From a dataset of HIV replication inhibition screening data with 41,000+ compounds from the AIDS Antiviral Screen. Binary Classification. Given a drug SMILES string, predict its activity (active/inactive) in a high-throughput screening assay against a specified biological target. (1) The drug is COc1ccc(C=C2SC(c3ccc(OC)cc3)N(NC(=O)Cc3ccccc3)C2=O)cc1. The result is 0 (inactive). (2) The drug is CI.O=C(CCC1CCCCN1)Nc1ccc2c(c1)C(=O)c1ccc(NC(=O)CCN3CCCCC3)cc1C2=O. The result is 0 (inactive). (3) The drug is Clc1ccc(C=NC23CC4CC(CC(C4)C2)C3)cc1Cl. The result is 0 (inactive).